Dataset: Full USPTO retrosynthesis dataset with 1.9M reactions from patents (1976-2016). Task: Predict the reactants needed to synthesize the given product. (1) Given the product [N:1]1[C:10]2[NH:9][CH2:8][CH2:7][CH2:6][C:5]=2[CH:4]=[CH:3][C:2]=1[CH2:11][CH2:12][O:13][C:30]1[CH:31]=[CH:32][C:27]([CH:35]2[CH2:34][CH:33]2[CH2:36][C:37]([OH:42])=[O:46])=[CH:28][CH:29]=1, predict the reactants needed to synthesize it. The reactants are: [N:1]1[C:10]2[NH:9][CH2:8][CH2:7][CH2:6][C:5]=2[CH:4]=[CH:3][C:2]=1[CH2:11][CH2:12][OH:13].[CH:27]1[CH:32]=[CH:31][C:30](P([C:27]2[CH:32]=[CH:31][CH:30]=[CH:29][CH:28]=2)[C:27]2[CH:32]=[CH:31][CH:30]=[CH:29][CH:28]=2)=[CH:29][CH:28]=1.[CH:33]1([C:36]2C=CC=C[C:37]=2[OH:42])[CH2:35][CH2:34]1.N(C(OC(C)C)=O)=NC(OC(C)C)=[O:46]. (2) Given the product [I:20][C:13]1[CH:14]=[C:15]([C:18]2[O:19][CH:34]=[N:33][CH:32]=2)[CH:16]=[CH:17][C:12]=1[NH2:11], predict the reactants needed to synthesize it. The reactants are: C(=O)([O-])[O-].[K+].[K+].FC(F)(F)C([NH:11][C:12]1[CH:17]=[CH:16][C:15]([CH:18]=[O:19])=[CH:14][C:13]=1[I:20])=O.C1(C)C=CC(S([CH2:32][N+:33]#[C-:34])(=O)=O)=CC=1. (3) The reactants are: [NH2:1][C:2]1[C:11]2[C:6](=[CH:7][CH:8]=[CH:9][C:10]=2[O:12][CH2:13][C@@H:14]([NH2:17])[CH2:15][CH3:16])[N:5]=[C:4]([CH3:18])[C:3]=1[C:19]([O:21][CH2:22][CH3:23])=[O:20].[O:24]1[CH2:29][CH2:28][O:27][C:26]2[C:30]([C:34](O)=[O:35])=[CH:31][CH:32]=[CH:33][C:25]1=2. Given the product [NH2:1][C:2]1[C:11]2[C:6](=[CH:7][CH:8]=[CH:9][C:10]=2[O:12][CH2:13][C@@H:14]([NH:17][C:34]([C:30]2[C:26]3[O:27][CH2:28][CH2:29][O:24][C:25]=3[CH:33]=[CH:32][CH:31]=2)=[O:35])[CH2:15][CH3:16])[N:5]=[C:4]([CH3:18])[C:3]=1[C:19]([O:21][CH2:22][CH3:23])=[O:20], predict the reactants needed to synthesize it.